The task is: Predict the reactants needed to synthesize the given product.. This data is from Full USPTO retrosynthesis dataset with 1.9M reactions from patents (1976-2016). (1) Given the product [F:17][C:14]1[CH:15]=[CH:16][C:11]([C:3]2[C:2]([C:26]3[CH:31]=[CH:30][N:29]=[C:28]([NH:32][C:33](=[O:35])[CH3:34])[CH:27]=3)=[C:6]3[N:7]=[CH:8][CH:9]=[CH:10][N:5]3[N:4]=2)=[CH:12][CH:13]=1, predict the reactants needed to synthesize it. The reactants are: Br[C:2]1[C:3]([C:11]2[CH:16]=[CH:15][C:14]([F:17])=[CH:13][CH:12]=2)=[N:4][N:5]2[CH:10]=[CH:9][CH:8]=[N:7][C:6]=12.CC1(C)C(C)(C)OB([C:26]2[CH:31]=[CH:30][N:29]=[C:28]([NH:32][C:33](=[O:35])[CH3:34])[CH:27]=2)O1.C(=O)([O-])[O-].[Na+].[Na+]. (2) The reactants are: [CH3:1][C:2]1[CH:3]=[C:4]([C:8]2[CH:17]=[CH:16][C:15]3[C:10](=[C:11]([C:18]([OH:20])=O)[CH:12]=[CH:13][CH:14]=3)[N:9]=2)[CH:5]=[N:6][CH:7]=1.CCN(C(C)C)C(C)C.CN(C(ON1N=NC2C=CC=NC1=2)=[N+](C)C)C.F[P-](F)(F)(F)(F)F.[O:54]1[CH2:59][CH2:58][N:57]([CH2:60][C:61]2[N:66]=[C:65]([NH2:67])[CH:64]=[CH:63][CH:62]=2)[CH2:56][CH2:55]1. Given the product [CH3:1][C:2]1[CH:3]=[C:4]([C:8]2[CH:17]=[CH:16][C:15]3[C:10](=[C:11]([C:18]([NH:67][C:65]4[CH:64]=[CH:63][CH:62]=[C:61]([CH2:60][N:57]5[CH2:56][CH2:55][O:54][CH2:59][CH2:58]5)[N:66]=4)=[O:20])[CH:12]=[CH:13][CH:14]=3)[N:9]=2)[CH:5]=[N:6][CH:7]=1, predict the reactants needed to synthesize it. (3) Given the product [ClH:47].[CH2:29]([C:26]1[N:25]=[C:24]2[N:20]([C:18](=[O:19])[CH2:17][N:11]3[CH2:10][C@@H:9]([CH3:38])[NH:8][CH2:13][C@@H:12]3[CH2:14][O:15][CH3:16])[CH2:21][C:22]([CH3:36])([CH3:37])[C:23]2=[CH:28][CH:27]=1)[C:30]1[CH:31]=[CH:32][CH:33]=[CH:34][CH:35]=1, predict the reactants needed to synthesize it. The reactants are: C(OC([N:8]1[CH2:13][C@H:12]([CH2:14][O:15][CH3:16])[N:11]([CH2:17][C:18]([N:20]2[C:24]3=[N:25][C:26]([CH2:29][C:30]4[CH:35]=[CH:34][CH:33]=[CH:32][CH:31]=4)=[CH:27][CH:28]=[C:23]3[C:22]([CH3:37])([CH3:36])[CH2:21]2)=[O:19])[CH2:10][C@H:9]1[CH3:38])=O)(C)(C)C.C(O)(C(F)(F)F)=O.C(Cl)[Cl:47].